Binary Classification. Given a drug SMILES string, predict its activity (active/inactive) in a high-throughput screening assay against a specified biological target. From a dataset of HIV replication inhibition screening data with 41,000+ compounds from the AIDS Antiviral Screen. (1) The compound is CC=CCOc1cc(NC(=S)c2ccoc2C)ccc1OC. The result is 1 (active). (2) The compound is CC(=O)OCC1OC(n2c(C)c(N=Nc3ccccc3)c(C)c(C#N)c2=S)C(OC(C)=O)C(OC(C)=O)C1OC(C)=O. The result is 0 (inactive). (3) The compound is Cc1ccc(S(=O)(=O)N2C3C=CC(C3)C2C(Cl)(Cl)Cl)cc1. The result is 0 (inactive).